From a dataset of Full USPTO retrosynthesis dataset with 1.9M reactions from patents (1976-2016). Predict the reactants needed to synthesize the given product. (1) Given the product [Cl:1][C:2]([F:26])([F:25])[O:3][C:4]1[CH:9]=[CH:8][C:7]([NH:10][C:11](=[O:24])[C:12]2[CH:17]=[C:16]([C:32]3[NH:31][N:30]=[CH:29][C:28]=3[F:27])[C:15]([N:19]3[CH2:22][CH:21]([OH:23])[CH2:20]3)=[N:14][CH:13]=2)=[CH:6][CH:5]=1, predict the reactants needed to synthesize it. The reactants are: [Cl:1][C:2]([F:26])([F:25])[O:3][C:4]1[CH:9]=[CH:8][C:7]([NH:10][C:11](=[O:24])[C:12]2[CH:17]=[C:16](I)[C:15]([N:19]3[CH2:22][CH:21]([OH:23])[CH2:20]3)=[N:14][CH:13]=2)=[CH:6][CH:5]=1.[F:27][C:28]1[CH:29]=[N:30][NH:31][C:32]=1[Sn](CCCC)(CCCC)CCCC. (2) Given the product [CH3:21][O:22][CH2:23][CH2:24][CH2:25][NH:26][C:32]([C:2]1[CH:7]=[CH:6][N:5]=[C:4]2[NH:8][C:9]([C:11]3[CH:20]=[CH:19][C:14]([C:15]([OH:17])=[O:16])=[CH:13][CH:12]=3)=[N:10][C:3]=12)=[O:33], predict the reactants needed to synthesize it. The reactants are: Cl[C:2]1[CH:7]=[CH:6][N:5]=[C:4]2[NH:8][C:9]([C:11]3[CH:20]=[CH:19][C:14]([C:15]([O:17]C)=[O:16])=[CH:13][CH:12]=3)=[N:10][C:3]=12.[CH3:21][O:22][CH2:23][CH2:24][CH2:25][NH2:26].[OH-].[Li+].Cl.C1C[O:33][CH2:32]C1.O. (3) Given the product [C:1]1([C:13]([NH:17][CH2:18][CH2:19][CH2:20][CH2:21][CH2:22][CH2:23][C:24]([O:26][CH3:27])=[O:25])=[O:15])[C:11]2=[C:12]3[C:7](=[CH:8][CH:9]=[CH:10]2)[CH2:6][CH2:5][CH2:4][N:3]3[CH:2]=1, predict the reactants needed to synthesize it. The reactants are: [C:1]1([C:13]([OH:15])=O)[C:11]2=[C:12]3[C:7](=[CH:8][CH:9]=[CH:10]2)[CH2:6][CH2:5][CH2:4][N:3]3[CH:2]=1.Cl.[NH2:17][CH2:18][CH2:19][CH2:20][CH2:21][CH2:22][CH2:23][C:24]([O:26][CH3:27])=[O:25]. (4) The reactants are: [Br:1][C:2]1[CH:7]=[C:6]([C:8]([C:10]2[CH:17]=[CH:16][CH:15]=[C:14]([F:18])[C:11]=2[C:12]#[N:13])=O)[CH:5]=[CH:4][N:3]=1.[CH3:19][C:20]([S:23]([NH2:25])=[O:24])([CH3:22])[CH3:21].CO. Given the product [Br:1][C:2]1[CH:7]=[C:6]([C:8]([C:10]2[CH:17]=[CH:16][CH:15]=[C:14]([F:18])[C:11]=2[C:12]#[N:13])=[N:25][S:23]([C:20]([CH3:22])([CH3:21])[CH3:19])=[O:24])[CH:5]=[CH:4][N:3]=1, predict the reactants needed to synthesize it.